This data is from NCI-60 drug combinations with 297,098 pairs across 59 cell lines. The task is: Regression. Given two drug SMILES strings and cell line genomic features, predict the synergy score measuring deviation from expected non-interaction effect. (1) Drug 1: CCC1=CC2CC(C3=C(CN(C2)C1)C4=CC=CC=C4N3)(C5=C(C=C6C(=C5)C78CCN9C7C(C=CC9)(C(C(C8N6C)(C(=O)OC)O)OC(=O)C)CC)OC)C(=O)OC. Drug 2: CCN(CC)CCNC(=O)C1=C(NC(=C1C)C=C2C3=C(C=CC(=C3)F)NC2=O)C. Cell line: NCIH23. Synergy scores: CSS=69.8, Synergy_ZIP=3.36, Synergy_Bliss=2.30, Synergy_Loewe=-1.58, Synergy_HSA=6.03. (2) Drug 1: C1CN1P(=S)(N2CC2)N3CC3. Drug 2: CC1=C(C=C(C=C1)NC(=O)C2=CC=C(C=C2)CN3CCN(CC3)C)NC4=NC=CC(=N4)C5=CN=CC=C5. Cell line: MALME-3M. Synergy scores: CSS=6.33, Synergy_ZIP=-4.60, Synergy_Bliss=-10.5, Synergy_Loewe=-14.9, Synergy_HSA=-8.49. (3) Drug 1: C#CCC(CC1=CN=C2C(=N1)C(=NC(=N2)N)N)C3=CC=C(C=C3)C(=O)NC(CCC(=O)O)C(=O)O. Drug 2: CCC1(C2=C(COC1=O)C(=O)N3CC4=CC5=C(C=CC(=C5CN(C)C)O)N=C4C3=C2)O.Cl. Cell line: OVCAR-8. Synergy scores: CSS=30.7, Synergy_ZIP=0.823, Synergy_Bliss=0.550, Synergy_Loewe=-0.683, Synergy_HSA=-0.586. (4) Drug 1: CC1OCC2C(O1)C(C(C(O2)OC3C4COC(=O)C4C(C5=CC6=C(C=C35)OCO6)C7=CC(=C(C(=C7)OC)O)OC)O)O. Drug 2: C1CCC(C(C1)N)N.C(=O)(C(=O)[O-])[O-].[Pt+4]. Cell line: ACHN. Synergy scores: CSS=58.7, Synergy_ZIP=-5.56, Synergy_Bliss=-3.85, Synergy_Loewe=-0.625, Synergy_HSA=0.644. (5) Drug 1: CN1C(=O)N2C=NC(=C2N=N1)C(=O)N. Drug 2: COC1=NC(=NC2=C1N=CN2C3C(C(C(O3)CO)O)O)N. Cell line: OVCAR-4. Synergy scores: CSS=2.25, Synergy_ZIP=0.0345, Synergy_Bliss=-0.0925, Synergy_Loewe=-0.709, Synergy_HSA=-1.01. (6) Drug 1: CC12CCC(CC1=CCC3C2CCC4(C3CC=C4C5=CN=CC=C5)C)O. Drug 2: CN(C)N=NC1=C(NC=N1)C(=O)N. Cell line: OVCAR3. Synergy scores: CSS=11.1, Synergy_ZIP=-4.26, Synergy_Bliss=-1.30, Synergy_Loewe=-2.82, Synergy_HSA=-1.46.